Dataset: Full USPTO retrosynthesis dataset with 1.9M reactions from patents (1976-2016). Task: Predict the reactants needed to synthesize the given product. (1) The reactants are: [Cl:1][C:2]1[CH:3]=[C:4]([C:10]2[C:11]([CH3:26])=[N:12][N:13]([CH2:16][C:17]3[CH:18]=[CH:19][C:20]([C:23](O)=[O:24])=[N:21][CH:22]=3)[C:14]=2[CH3:15])[CH:5]=[CH:6][C:7]=1[C:8]#[N:9].C[N+]1(C2N=C(OC)N=C(OC)N=2)CCOCC1.[Cl-].[CH:45]1([NH2:48])[CH2:47][CH2:46]1.C(=O)([O-])O.[Na+]. Given the product [Cl:1][C:2]1[CH:3]=[C:4]([C:10]2[C:11]([CH3:26])=[N:12][N:13]([CH2:16][C:17]3[CH:18]=[CH:19][C:20]([C:23]([NH:48][CH:45]4[CH2:47][CH2:46]4)=[O:24])=[N:21][CH:22]=3)[C:14]=2[CH3:15])[CH:5]=[CH:6][C:7]=1[C:8]#[N:9], predict the reactants needed to synthesize it. (2) Given the product [CH3:27][O:26][P:25]([CH2:2][C:3]1[CH:13]=[CH:12][C:6]([C:7]([O:9][CH2:10][CH3:11])=[O:8])=[CH:5][C:4]=1[C:14]([F:17])([F:16])[F:15])([O:28][CH3:29])=[O:30], predict the reactants needed to synthesize it. The reactants are: Br[CH2:2][C:3]1[CH:13]=[CH:12][C:6]([C:7]([O:9][CH2:10][CH3:11])=[O:8])=[CH:5][C:4]=1[C:14]([F:17])([F:16])[F:15].C1(C)C=CC=CC=1.[P:25]([O:30]C)([O:28][CH3:29])[O:26][CH3:27]. (3) Given the product [CH3:23][C:22]1[CH:21]=[CH:20][C:15]([C:16]([O:18][CH3:19])=[O:17])=[CH:14][C:13]=1[N:7]1[C:6](=[O:24])[C:5]2[C:10](=[CH:11][CH:12]=[C:3]([CH2:1][N:25]3[CH2:30][CH2:29][O:28][CH2:27][CH2:26]3)[CH:4]=2)[N:9]=[CH:8]1, predict the reactants needed to synthesize it. The reactants are: [CH:1]([C:3]1[CH:4]=[C:5]2[C:10](=[CH:11][CH:12]=1)[N:9]=[CH:8][N:7]([C:13]1[CH:14]=[C:15]([CH:20]=[CH:21][C:22]=1[CH3:23])[C:16]([O:18][CH3:19])=[O:17])[C:6]2=[O:24])=O.[NH:25]1[CH2:30][CH2:29][O:28][CH2:27][CH2:26]1.C(O[BH-](OC(=O)C)OC(=O)C)(=O)C.[Na+]. (4) Given the product [CH3:7][O:6][C:4](=[O:5])[CH2:3][C:2]1[NH:23][C:19](=[O:22])[CH:20]=[CH:21][C:8]=1[C:9]([O:11][CH3:12])=[O:10], predict the reactants needed to synthesize it. The reactants are: O=[C:2]([CH2:8][C:9]([O:11][CH3:12])=[O:10])[CH2:3][C:4]([O:6][CH3:7])=[O:5].C(=O)([O-])[O-].[Na+].[Na+].[C:19]([NH2:23])(=[O:22])[C:20]#[CH:21]. (5) Given the product [OH:31][C:15]1[CH:16]([CH:29]=[CH2:30])[CH:17]([C:19]2[CH:20]=[C:21]3[C:25](=[CH:26][CH:27]=2)[N:24]([CH3:28])[CH:23]=[CH:22]3)[NH:18][C:6](=[O:5])[C:7]=1[C:8]([OH:10])=[O:9], predict the reactants needed to synthesize it. The reactants are: C([O:5][C:6]1[N:18]=[C:17]([C:19]2[CH:20]=[C:21]3[C:25](=[CH:26][CH:27]=2)[N:24]([CH3:28])[CH:23]=[CH:22]3)[C:16]([CH:29]=[CH2:30])=[C:15]([O:31]C(C)(C)C)[C:7]=1[C:8]([O:10]C(C)(C)C)=[O:9])(C)(C)C.Cl. (6) Given the product [NH:25]1[CH2:26][CH2:27][CH:22]([CH2:21][N:17]2[C:18]3[C:14](=[CH:13][C:12]([C:10]4[CH:9]=[N:8][N:7]([CH:2]5[CH2:3][CH2:4][CH2:5][CH2:6][O:1]5)[CH:11]=4)=[CH:20][CH:19]=3)[CH:15]=[N:16]2)[CH2:23][CH2:24]1, predict the reactants needed to synthesize it. The reactants are: [O:1]1[CH2:6][CH2:5][CH2:4][CH2:3][CH:2]1[N:7]1[CH:11]=[C:10]([C:12]2[CH:13]=[C:14]3[C:18](=[CH:19][CH:20]=2)[N:17]([CH2:21][CH:22]2[CH2:27][CH2:26][N:25](C(OCC4C=CC=CC=4)=O)[CH2:24][CH2:23]2)[N:16]=[CH:15]3)[CH:9]=[N:8]1.CO.ClCCl.